From a dataset of Forward reaction prediction with 1.9M reactions from USPTO patents (1976-2016). Predict the product of the given reaction. (1) Given the reactants [CH:1]1([C:7]2[CH:30]=[CH:29][CH:28]=[C:27]3[C:8]=2[CH:9]=[C:10]2[C:16]4[CH:17]=[C:18]([C:21]([OH:23])=O)[CH:19]=[CH:20][C:15]=4[N:14]4[CH2:24][N:25]=[N:26][C:13]4=[CH:12][N:11]23)[CH2:6][CH2:5][CH2:4][CH2:3][CH2:2]1.[CH3:31][N:32]([CH3:37])[S:33]([NH2:36])(=[O:35])=[O:34].CCN=C=NCCCN(C)C.Cl, predict the reaction product. The product is: [CH:1]1([C:7]2[CH:30]=[CH:29][CH:28]=[C:27]3[C:8]=2[CH:9]=[C:10]2[C:16]4[CH:17]=[C:18]([C:21]([NH:36][S:33]([N:32]([CH3:37])[CH3:31])(=[O:35])=[O:34])=[O:23])[CH:19]=[CH:20][C:15]=4[N:14]4[CH2:24][N:25]=[N:26][C:13]4=[CH:12][N:11]23)[CH2:6][CH2:5][CH2:4][CH2:3][CH2:2]1. (2) The product is: [N:1]1[CH:6]=[CH:5][CH:4]=[CH:3][C:2]=1[C@@:7]1([CH2:17][CH2:18][NH:28][CH2:27][CH2:26][C:22]2[CH:21]=[N:20][CH:25]=[CH:24][CH:23]=2)[CH2:16][C:11]2([CH2:15][CH2:14][CH2:13][CH2:12]2)[O:10][CH2:9][CH2:8]1. Given the reactants [N:1]1[CH:6]=[CH:5][CH:4]=[CH:3][C:2]=1[C@@:7]1([CH2:17][CH:18]=O)[CH2:16][C:11]2([CH2:15][CH2:14][CH2:13][CH2:12]2)[O:10][CH2:9][CH2:8]1.[N:20]1[CH:25]=[CH:24][CH:23]=[C:22]([CH2:26][CH2:27][NH2:28])[CH:21]=1.[BH4-].[Na+], predict the reaction product. (3) The product is: [Br:15][C:16]1[CH:21]=[C:20]([N:10]2[C:4]3[CH:3]=[C:2]([Cl:1])[N:7]=[CH:6][C:5]=3[C:8]([C:11]([O:13][CH3:14])=[O:12])=[N:9]2)[CH:19]=[CH:18][CH:17]=1. Given the reactants [Cl:1][C:2]1[N:7]=[CH:6][C:5]2[C:8]([C:11]([O:13][CH3:14])=[O:12])=[N:9][NH:10][C:4]=2[CH:3]=1.[Br:15][C:16]1[CH:17]=[C:18](B(O)O)[CH:19]=[CH:20][CH:21]=1, predict the reaction product. (4) Given the reactants [CH3:1][O:2][CH2:3][CH2:4][NH:5][C:6]1[CH:12]=[CH:11][C:10]([C:13]2[O:14][C:15]3[CH:21]=[CH:20][CH:19]=[CH:18][C:16]=3[N:17]=2)=[CH:9][C:7]=1[NH2:8].[CH:22](=O)[CH3:23].OOS([O-])=O.[K+].C(=O)([O-])[O-].[K+].[K+], predict the reaction product. The product is: [O:14]1[C:15]2[CH:21]=[CH:20][CH:19]=[CH:18][C:16]=2[N:17]=[C:13]1[C:10]1[CH:11]=[CH:12][C:6]2[N:5]([CH2:4][CH2:3][O:2][CH3:1])[C:22]([CH3:23])=[N:8][C:7]=2[CH:9]=1. (5) The product is: [Br:1][C:2]1[CH:3]=[C:4]2[C:9](=[C:10]([Br:12])[CH:11]=1)[NH:8][C:7]([C:13]1[CH:18]=[CH:17][C:16]([Cl:19])=[CH:15][CH:14]=1)=[C:6]([CH2:27][C:24]1[CH:25]=[CH:26][N:21]=[CH:22][CH:23]=1)[C:5]2=[O:20]. Given the reactants [Br:1][C:2]1[CH:3]=[C:4]2[C:9](=[C:10]([Br:12])[CH:11]=1)[NH:8][CH:7]([C:13]1[CH:18]=[CH:17][C:16]([Cl:19])=[CH:15][CH:14]=1)[CH2:6][C:5]2=[O:20].[N:21]1[CH:26]=[CH:25][C:24]([CH:27]=O)=[CH:23][CH:22]=1.N1CCCCC1, predict the reaction product. (6) Given the reactants [O:1]1[CH:5]=[CH:4][C:3]([CH:6]([OH:32])[CH2:7][CH2:8][C:9]2([C:30]#[N:31])[CH2:16][C:15]3[C:10]2=[CH:11][C:12]([O:28][CH3:29])=[C:13]([O:17][Si:18]([CH:25]([CH3:27])[CH3:26])([CH:22]([CH3:24])[CH3:23])[CH:19]([CH3:21])[CH3:20])[CH:14]=3)=[CH:2]1.CS(C)=O.CCN(CC)CC, predict the reaction product. The product is: [O:1]1[CH:5]=[CH:4][C:3]([C:6](=[O:32])[CH2:7][CH2:8][C:9]2([C:30]#[N:31])[CH2:16][C:15]3[C:10]2=[CH:11][C:12]([O:28][CH3:29])=[C:13]([O:17][Si:18]([CH:19]([CH3:20])[CH3:21])([CH:22]([CH3:24])[CH3:23])[CH:25]([CH3:26])[CH3:27])[CH:14]=3)=[CH:2]1. (7) Given the reactants [Li]CCCC.Br[CH2:7][C:8]1[CH:13]=[CH:12][CH:11]=[CH:10][CH:9]=1.[C:14]1(=[O:21])[CH2:20][CH2:19][CH2:18][CH2:17][CH:16]=[CH:15]1, predict the reaction product. The product is: [CH3:7][C:8]1[CH:13]=[CH:12][CH:11]=[CH:10][C:9]=1[C:14]1([OH:21])[CH2:20][CH2:19][CH2:18][CH2:17][CH:16]=[CH:15]1. (8) Given the reactants [Cl:1][C:2]1[CH:44]=[CH:43][C:5]([C:6]([NH:8][C:9]2[CH:10]=[N:11][C:12]([NH:15][CH2:16][CH2:17][N:18]3[CH:22]=[CH:21][C:20]([NH:23]C(C4C=CC=CC=4)(C4C=CC=CC=4)C4C=CC=CC=4)=[N:19]3)=[CH:13][CH:14]=2)=[O:7])=[C:4]([N:45]([CH3:47])[CH3:46])[CH:3]=1.Cl, predict the reaction product. The product is: [NH2:23][C:20]1[CH:21]=[CH:22][N:18]([CH2:17][CH2:16][NH:15][C:12]2[N:11]=[CH:10][C:9]([NH:8][C:6](=[O:7])[C:5]3[CH:43]=[CH:44][C:2]([Cl:1])=[CH:3][C:4]=3[N:45]([CH3:46])[CH3:47])=[CH:14][CH:13]=2)[N:19]=1. (9) Given the reactants Br[C:2]1[CH:8]=[CH:7][C:5]([NH2:6])=[C:4]([CH3:9])[C:3]=1[F:10].[C:11]([Cu])#[N:12].C(OCC)(=O)C, predict the reaction product. The product is: [NH2:6][C:5]1[CH:7]=[CH:8][C:2]([C:11]#[N:12])=[C:3]([F:10])[C:4]=1[CH3:9]. (10) Given the reactants [Br:1][C:2]1[N:6]([CH3:7])[N:5]=[C:4]([C:8]2[CH:9]=[N:10][CH:11]=[CH:12][CH:13]=2)[N:3]=1.CN1C(O)=NC(C2C=NC=CC=2)=N1.P(Br)(Br)(Br)=O, predict the reaction product. The product is: [Br:1][C:2]1[N:6]([CH3:7])[N:5]=[C:4]([C:8]2[CH:9]=[N:10][CH:11]=[CH:12][CH:13]=2)[N:3]=1.